Dataset: Full USPTO retrosynthesis dataset with 1.9M reactions from patents (1976-2016). Task: Predict the reactants needed to synthesize the given product. Given the product [Br:1][C:2]1[CH:3]=[CH:4][C:5]([CH:8]([CH2:12][CH3:13])[CH2:9][OH:10])=[CH:6][CH:7]=1, predict the reactants needed to synthesize it. The reactants are: [Br:1][C:2]1[CH:7]=[CH:6][C:5]([CH:8]([CH2:12][CH3:13])[C:9](O)=[O:10])=[CH:4][CH:3]=1.CCOC(C)=O.